This data is from Reaction yield outcomes from USPTO patents with 853,638 reactions. The task is: Predict the reaction yield, written as a fraction of the theoretical maximum amount of product (1.0 means a 100% yield; for example, 0.34 means a 34% yield). (1) The reactants are [Si]([O:8][CH2:9][C@H:10]1[O:14][C@@H:13]([N:15]2[CH:43]=[CH:42][C:19]([NH:20][C:21]([C:36]3[CH:41]=[CH:40][CH:39]=[CH:38][CH:37]=3)([C:30]3[CH:35]=[CH:34][CH:33]=[CH:32][CH:31]=3)[C:22]3[CH:27]=[CH:26][C:25]([O:28][CH3:29])=[CH:24][CH:23]=3)=[N:18][C:16]2=[O:17])[C:12]([F:45])([F:44])[C@@H:11]1[O:46][C:47]([C:62]1[CH:67]=[CH:66][CH:65]=[CH:64][CH:63]=1)([C:56]1[CH:61]=[CH:60][CH:59]=[CH:58][CH:57]=1)[C:48]1[CH:53]=[CH:52][C:51]([O:54][CH3:55])=[CH:50][CH:49]=1)(C(C)(C)C)(C)C.CCCC[N+](CCCC)(CCCC)CCCC.[F-].N#N. The catalyst is C1COCC1. The product is [F:45][C:12]1([F:44])[C@H:11]([O:46][C:47]([C:62]2[CH:63]=[CH:64][CH:65]=[CH:66][CH:67]=2)([C:56]2[CH:57]=[CH:58][CH:59]=[CH:60][CH:61]=2)[C:48]2[CH:49]=[CH:50][C:51]([O:54][CH3:55])=[CH:52][CH:53]=2)[C@@H:10]([CH2:9][OH:8])[O:14][C@H:13]1[N:15]1[CH:43]=[CH:42][C:19]([NH:20][C:21]([C:30]2[CH:31]=[CH:32][CH:33]=[CH:34][CH:35]=2)([C:36]2[CH:37]=[CH:38][CH:39]=[CH:40][CH:41]=2)[C:22]2[CH:27]=[CH:26][C:25]([O:28][CH3:29])=[CH:24][CH:23]=2)=[N:18][C:16]1=[O:17]. The yield is 0.730. (2) The reactants are [CH3:1][O:2][C:3]1[CH:4]=[C:5]([N:18]2[CH:22]=[CH:21][CH:20]=[N:19]2)[CH:6]=[CH:7][C:8]=1B1OC(C)(C)C(C)(C)O1.Br[C:24]1[S:28][C:27]([N:29]2[CH2:34][CH2:33][N:32]([C:35]([O:37][C:38]([CH3:41])([CH3:40])[CH3:39])=[O:36])[CH2:31][CH2:30]2)=[N:26][N:25]=1.C([O-])([O-])=O.[Na+].[Na+]. The catalyst is O1CCOCC1.O.C1C=CC([P]([Pd]([P](C2C=CC=CC=2)(C2C=CC=CC=2)C2C=CC=CC=2)([P](C2C=CC=CC=2)(C2C=CC=CC=2)C2C=CC=CC=2)[P](C2C=CC=CC=2)(C2C=CC=CC=2)C2C=CC=CC=2)(C2C=CC=CC=2)C2C=CC=CC=2)=CC=1. The product is [CH3:1][O:2][C:3]1[CH:4]=[C:5]([N:18]2[CH:22]=[CH:21][CH:20]=[N:19]2)[CH:6]=[CH:7][C:8]=1[C:24]1[S:28][C:27]([N:29]2[CH2:30][CH2:31][N:32]([C:35]([O:37][C:38]([CH3:41])([CH3:40])[CH3:39])=[O:36])[CH2:33][CH2:34]2)=[N:26][N:25]=1. The yield is 0.780. (3) The catalyst is CC(OC)(C)C. The yield is 0.967. The product is [Cl:1][C:2]1[CH:17]=[CH:16][C:5]2[NH:6][C:7]3[S:8][C:9]([CH3:15])=[CH:10][C:11]=3[C:12]([S:14][CH3:18])=[N:13][C:4]=2[CH:3]=1. The reactants are [Cl:1][C:2]1[CH:17]=[CH:16][C:5]2[NH:6][C:7]3[S:8][C:9]([CH3:15])=[CH:10][C:11]=3[C:12](=[S:14])[NH:13][C:4]=2[CH:3]=1.[CH3:18]N(C=O)C.C(=O)([O-])[O-].[K+].[K+].IC. (4) The reactants are FC(F)(F)S(O[C@H:7]1[C@H:12]([O:13][Si:14]([C:17]([CH3:20])([CH3:19])[CH3:18])([CH3:16])[CH3:15])[CH2:11][C@H:10]([C:21]2[CH:26]=[CH:25][N:24]=[CH:23][C:22]=2[NH2:27])[O:9][C@@H:8]1[CH2:28][CH3:29])(=O)=O.[C-:32]#[N:33].[Na+]. The catalyst is CN(C=O)C.O. The product is [NH2:27][C:22]1[CH:23]=[N:24][CH:25]=[CH:26][C:21]=1[C@@H:10]1[O:9][C@H:8]([CH2:28][CH3:29])[C@H:7]([C:32]#[N:33])[C@H:12]([O:13][Si:14]([C:17]([CH3:20])([CH3:19])[CH3:18])([CH3:15])[CH3:16])[CH2:11]1. The yield is 1.00. (5) The reactants are [Br-].[Br-].[Br-].[NH+]1C=CC=CC=1.[NH+]1C=CC=CC=1.[NH+]1C=CC=CC=1.[N:22]1[CH:27]=[CH:26][CH:25]=[CH:24][C:23]=1[C:28]1[CH:36]=[CH:35][CH:34]=[C:33]2[C:29]=1[CH:30]=[CH:31][NH:32]2.[OH2:37]. The catalyst is CC(O)(C)C.C(O)C.C(O)(=O)C.[Zn]. The product is [N:22]1[CH:27]=[CH:26][CH:25]=[CH:24][C:23]=1[C:28]1[CH:36]=[CH:35][CH:34]=[C:33]2[C:29]=1[CH2:30][C:31](=[O:37])[NH:32]2. The yield is 0.920. (6) The reactants are [CH3:1][O:2][C:3]1[CH:4]=[CH:5][C:6]2[C:10]([O:11][C:12]3[CH:17]=[CH:16][C:15]([O:18][CH2:19][CH2:20][N:21]4[CH2:26][CH2:25][CH2:24][CH2:23][CH2:22]4)=[CH:14][CH:13]=3)=[C:9]([C:27]3[CH:28]=[C:29]4[C:33](=[CH:34][CH:35]=3)[C:32](=[O:36])[NH:31][CH2:30]4)[S:8][C:7]=2[CH:37]=1.[ClH:38].C(OCC)C. The catalyst is ClCCl. The product is [ClH:38].[CH3:1][O:2][C:3]1[CH:4]=[CH:5][C:6]2[C:10]([O:11][C:12]3[CH:13]=[CH:14][C:15]([O:18][CH2:19][CH2:20][N:21]4[CH2:22][CH2:23][CH2:24][CH2:25][CH2:26]4)=[CH:16][CH:17]=3)=[C:9]([C:27]3[CH:28]=[C:29]4[C:33](=[CH:34][CH:35]=3)[C:32](=[O:36])[NH:31][CH2:30]4)[S:8][C:7]=2[CH:37]=1. The yield is 0.930. (7) The reactants are [C:1]([CH:3]=[C:4]1[CH2:9][CH2:8][N:7]([C:10]2[CH:15]=[CH:14][C:13]([N:16]3[CH2:20][C@H:19]([CH2:21][NH2:22])[O:18][C:17]3=[O:23])=[CH:12][C:11]=2[F:24])[CH2:6][CH2:5]1)#[N:2].[CH2:25](Br)[CH:26]=[CH2:27].C(=O)([O-])[O-].[K+].[K+]. The catalyst is O1CCCC1. The product is [C:1]([CH:3]=[C:4]1[CH2:9][CH2:8][N:7]([C:10]2[CH:15]=[CH:14][C:13]([N:16]3[CH2:20][C@H:19]([CH2:21][NH:22][CH2:27][CH:26]=[CH2:25])[O:18][C:17]3=[O:23])=[CH:12][C:11]=2[F:24])[CH2:6][CH2:5]1)#[N:2]. The yield is 0.350. (8) The reactants are [Si:1]([O:8][CH2:9][C@@H:10]([C:12]1[CH:17]=[CH:16][C:15]([Cl:18])=[C:14]([F:19])[CH:13]=1)O)([C:4]([CH3:7])([CH3:6])[CH3:5])([CH3:3])[CH3:2].[C:20]1(=[O:30])[C:28]2[C:23](=[CH:24][CH:25]=[CH:26][CH:27]=2)[C:22](=[O:29])[NH:21]1.C1C=CC(P(C2C=CC=CC=2)C2C=CC=CC=2)=CC=1.CCOC(/N=N/C(OCC)=O)=O. The catalyst is C1(C)C=CC=CC=1.C1COCC1. The product is [Si:1]([O:8][CH2:9][C@@H:10]([N:21]1[C:22](=[O:29])[C:23]2[C:28](=[CH:27][CH:26]=[CH:25][CH:24]=2)[C:20]1=[O:30])[C:12]1[CH:17]=[CH:16][C:15]([Cl:18])=[C:14]([F:19])[CH:13]=1)([C:4]([CH3:7])([CH3:6])[CH3:5])([CH3:3])[CH3:2]. The yield is 0.747. (9) The reactants are [C:1]1([CH2:7][SH:8])[CH:6]=[CH:5][CH:4]=[CH:3][CH:2]=1.C(=O)([O-])[O-].[K+].[K+].F[C:16]1[CH:23]=[CH:22][CH:21]=[CH:20][C:17]=1[CH:18]=[O:19]. The catalyst is CS(C)=O. The product is [CH2:7]([S:8][C:16]1[CH:23]=[CH:22][CH:21]=[CH:20][C:17]=1[CH:18]=[O:19])[C:1]1[CH:6]=[CH:5][CH:4]=[CH:3][CH:2]=1. The yield is 0.140. (10) The reactants are [Cl:1][C:2]1[N:10]=[C:9]([F:11])[N:8]=[C:7]2[C:3]=1[N:4]=[CH:5][NH:6]2.[CH3:12][CH:13](O)[CH3:14].C1(P(C2C=CC=CC=2)C2C=CC=CC=2)C=CC=CC=1.N(C(OC(C)(C)C)=O)=NC(OC(C)(C)C)=O. The catalyst is C1COCC1. The product is [Cl:1][C:2]1[N:10]=[C:9]([F:11])[N:8]=[C:7]2[C:3]=1[N:4]=[CH:5][N:6]2[CH:13]([CH3:14])[CH3:12]. The yield is 0.580.